Dataset: Forward reaction prediction with 1.9M reactions from USPTO patents (1976-2016). Task: Predict the product of the given reaction. Given the reactants [H-].[Na+].[OH:3][CH2:4][CH2:5][N:6]1[CH2:11][CH2:10][O:9][CH2:8][CH2:7]1.Br[CH2:13][C:14]([C@H:16]1[C@@H:20]2[C@@H:21]3[C@@:34]([CH3:37])([CH2:35][CH2:36][C@@:19]2([C:52]([O:54][CH2:55][C:56]2[CH:61]=[CH:60][CH:59]=[CH:58][CH:57]=2)=[O:53])[CH2:18][CH2:17]1)[C@@:33]1([CH3:38])[C@@H:24]([C@:25]2([CH3:51])[C@@H:30]([CH2:31][CH2:32]1)[C:29]([CH3:40])([CH3:39])[C:28]([C:41]1[CH:46]=[CH:45][C:44]([C:47]([O:49]C)=[O:48])=[CH:43][CH:42]=1)=[CH:27][CH2:26]2)[CH2:23][CH2:22]3)=[CH2:15], predict the reaction product. The product is: [CH2:55]([O:54][C:52]([C@:19]12[CH2:18][CH2:17][C@@H:16]([C:14]([CH2:15][O:3][CH2:4][CH2:5][N:6]3[CH2:11][CH2:10][O:9][CH2:8][CH2:7]3)=[CH2:13])[C@@H:20]1[C@@H:21]1[C@@:34]([CH3:37])([CH2:35][CH2:36]2)[C@@:33]2([CH3:38])[C@@H:24]([C@:25]3([CH3:51])[C@@H:30]([CH2:31][CH2:32]2)[C:29]([CH3:40])([CH3:39])[C:28]([C:41]2[CH:46]=[CH:45][C:44]([C:47]([OH:49])=[O:48])=[CH:43][CH:42]=2)=[CH:27][CH2:26]3)[CH2:23][CH2:22]1)=[O:53])[C:56]1[CH:61]=[CH:60][CH:59]=[CH:58][CH:57]=1.